This data is from Serine/threonine kinase 33 screen with 319,792 compounds. The task is: Binary Classification. Given a drug SMILES string, predict its activity (active/inactive) in a high-throughput screening assay against a specified biological target. (1) The drug is s1c(nnc1NC(=O)CSc1[nH]c(cc(=O)n1)C)CC(C)C. The result is 0 (inactive). (2) The drug is S(=O)(=O)(Nc1c(nc2n([nH]cn2)c1=O)C)c1c(cc(cc1)C)C. The result is 0 (inactive). (3) The compound is O(Cc1[nH]c(Nc2nc3c(cc(CC)cc3)c(n2)C)nc(=O)c1)C. The result is 0 (inactive). (4) The molecule is O=C1Nc2c(C(=NC1)c1ccccc1)cc(cc2)C. The result is 0 (inactive). (5) The drug is Brc1cc(NC(=O)CN(S(=O)(=O)C)Cc2ccccc2)ccc1. The result is 0 (inactive). (6) The drug is S(CC1Nc2c(NC1=O)cc(C(=O)N1CCN(CC1)c1c(ccc(c1)C)C)cc2)Cc1cc(F)ccc1. The result is 0 (inactive).